This data is from Reaction yield outcomes from USPTO patents with 853,638 reactions. The task is: Predict the reaction yield, written as a fraction of the theoretical maximum amount of product (1.0 means a 100% yield; for example, 0.34 means a 34% yield). (1) The reactants are [Cl:1][C:2]1[N:7]=[N:6][C:5]([N:8]2[C:12]([OH:13])=[C:11]([C:14](=O)[CH3:15])[C:10]([CH3:17])=[N:9]2)=[CH:4][CH:3]=1.[CH3:18][O:19][C:20]([C:22]1[CH:31]=[CH:30][C:25]([C:26]([NH:28][NH2:29])=[O:27])=[CH:24][CH:23]=1)=[O:21]. The catalyst is CS(C)=O. The product is [Cl:1][C:2]1[N:7]=[N:6][C:5]([N:8]2[C:12](=[O:13])[C:11](=[C:14]([NH:29][NH:28][C:26]([C:25]3[CH:30]=[CH:31][C:22]([C:20]([O:19][CH3:18])=[O:21])=[CH:23][CH:24]=3)=[O:27])[CH3:15])[C:10]([CH3:17])=[N:9]2)=[CH:4][CH:3]=1. The yield is 0.640. (2) The reactants are [OH-].[Li+].[Cl:3][C:4]1[C:13]([O:14][CH2:15][CH2:16][C:17]([F:20])([F:19])[F:18])=[CH:12][C:7]([C:8]([O:10]C)=[O:9])=[CH:6][N:5]=1.Cl. The catalyst is O.O1CCCC1.CO. The product is [Cl:3][C:4]1[C:13]([O:14][CH2:15][CH2:16][C:17]([F:18])([F:19])[F:20])=[CH:12][C:7]([C:8]([OH:10])=[O:9])=[CH:6][N:5]=1. The yield is 0.960. (3) The reactants are [CH3:1][O:2][C:3](=[O:15])[C:4]1[CH:9]=[C:8]([N+:10]([O-:12])=[O:11])[C:7](F)=[CH:6][C:5]=1[F:14].CCN(C(C)C)C(C)C.Cl.Cl.[CH2:27]([N:34]1[CH:39]2[CH2:40][CH2:41][CH:35]1[CH2:36][CH:37]([NH2:42])[CH2:38]2)[C:28]1[CH:33]=[CH:32][CH:31]=[CH:30][CH:29]=1. The catalyst is CN(C=O)C.C(Cl)Cl. The product is [CH2:27]([N:34]1[CH:35]2[CH2:41][CH2:40][CH:39]1[CH2:38][CH:37]([NH:42][C:7]1[C:8]([N+:10]([O-:12])=[O:11])=[CH:9][C:4]([C:3]([O:2][CH3:1])=[O:15])=[C:5]([F:14])[CH:6]=1)[CH2:36]2)[C:28]1[CH:29]=[CH:30][CH:31]=[CH:32][CH:33]=1. The yield is 0.550.